From a dataset of Forward reaction prediction with 1.9M reactions from USPTO patents (1976-2016). Predict the product of the given reaction. Given the reactants [CH2:1]([C:3]1[CH:12]=[CH:11][CH:10]=[C:9]2[C:4]=1[CH2:5][C@@H:6]([NH:13][C:14](=[O:19])[C:15]([F:18])([F:17])[F:16])[CH2:7][O:8]2)[CH3:2].S(Cl)(Cl)=O.[Cl:24][S:25](O)(=[O:27])=[O:26], predict the reaction product. The product is: [CH2:1]([C:3]1[CH:12]=[CH:11][C:10]([S:25]([Cl:24])(=[O:27])=[O:26])=[C:9]2[C:4]=1[CH2:5][C@@H:6]([NH:13][C:14](=[O:19])[C:15]([F:17])([F:16])[F:18])[CH2:7][O:8]2)[CH3:2].